From a dataset of Full USPTO retrosynthesis dataset with 1.9M reactions from patents (1976-2016). Predict the reactants needed to synthesize the given product. (1) Given the product [ClH:33].[CH3:32][N:2]([CH3:1])[C:3]1([C:26]2[CH:27]=[CH:28][CH:29]=[CH:30][CH:31]=2)[CH2:8][CH2:7][CH:6]([CH2:9][C:10]([N:12]2[CH2:16][CH2:15][CH:14]([C:17]3[C:25]4[C:20](=[CH:21][CH:22]=[CH:23][CH:24]=4)[NH:19][CH:18]=3)[CH2:13]2)=[O:11])[CH2:5][CH2:4]1, predict the reactants needed to synthesize it. The reactants are: [CH3:1][N:2]([CH3:32])[C:3]1([C:26]2[CH:31]=[CH:30][CH:29]=[CH:28][CH:27]=2)[CH2:8][CH2:7][CH:6]([CH2:9][C:10]([N:12]2[CH2:16][CH2:15][CH:14]([C:17]3[C:25]4[C:20](=[CH:21][CH:22]=[CH:23][CH:24]=4)[NH:19][CH:18]=3)[CH2:13]2)=[O:11])[CH2:5][CH2:4]1.[Cl:33][Si](C)(C)C. (2) Given the product [Cl:20][C:18]1[CH:17]=[C:16]2[C:3](=[C:2]([Cl:1])[CH:19]=1)[CH2:4][N:5]([CH3:15])[CH2:6][CH:7]2[C:9]1[CH:14]=[CH:13][CH:12]=[CH:11][CH:10]=1, predict the reactants needed to synthesize it. The reactants are: [Cl:1][C:2]1[CH:19]=[C:18]([Cl:20])[CH:17]=[CH:16][C:3]=1[CH2:4][N:5]([CH3:15])[CH2:6][CH:7]([C:9]1[CH:14]=[CH:13][CH:12]=[CH:11][CH:10]=1)O.S(=O)(=O)(O)O.[OH-].[Na+]. (3) Given the product [NH2:1][C:2]1[CH:21]=[CH:20][C:5]([O:6][C:7]2[C:16]3[C:11](=[CH:12][C:13]([O:39][CH2:24][CH:25]4[CH2:30][CH2:29][N:28]([C:31]([O:33][C:34]([CH3:37])([CH3:36])[CH3:35])=[O:32])[CH2:27][CH2:26]4)=[C:14]([C:17]#[N:18])[CH:15]=3)[N:10]=[CH:9][CH:8]=2)=[CH:4][C:3]=1[F:22], predict the reactants needed to synthesize it. The reactants are: [NH2:1][C:2]1[CH:21]=[CH:20][C:5]([O:6][C:7]2[C:16]3[C:11](=[CH:12][CH:13]=[C:14]([C:17]#[N:18])[CH:15]=3)[N:10](O)[CH2:9][CH:8]=2)=[CH:4][C:3]=1[F:22].Br[CH2:24][CH:25]1[CH2:30][CH2:29][N:28]([C:31]([O:33][C:34]([CH3:37])([CH3:36])[CH3:35])=[O:32])[CH2:27][CH2:26]1.C(=O)([O-])[O-:39].[K+].[K+].CN(C)C=O. (4) Given the product [F:10][C:9]1[CH:8]=[CH:7][C:4]([CH:5]=[O:6])=[CH:3][C:2]=1[C:12]1[S:11][CH:15]=[CH:14][CH:13]=1, predict the reactants needed to synthesize it. The reactants are: Br[C:2]1[CH:3]=[C:4]([CH:7]=[CH:8][C:9]=1[F:10])[CH:5]=[O:6].[S:11]1[CH:15]=[CH:14][CH:13]=[C:12]1B(O)O.C(=O)([O-])[O-].[Na+].[Na+].O. (5) Given the product [Br-:13].[CH2:11]([N+:6]1[C:5]2[CH:7]=[CH:8][CH:9]=[CH:10][C:4]=2[S:3][C:2]=1[CH3:1])[CH3:12], predict the reactants needed to synthesize it. The reactants are: [CH3:1][C:2]1[S:3][C:4]2[CH:10]=[CH:9][CH:8]=[CH:7][C:5]=2[N:6]=1.[CH2:11]([Br:13])[CH3:12]. (6) The reactants are: FC(F)(F)C(O)=O.[CH3:8][CH:9]1[CH2:14][NH:13][CH2:12][CH2:11][N:10]1[C:15]1[C:24]2[C:19](=[CH:20][C:21]([S:25]([NH:28][C:29]3[CH:34]=[CH:33][N:32]=[CH:31][N:30]=3)(=[O:27])=[O:26])=[CH:22][CH:23]=2)[CH:18]=[CH:17][N:16]=1.CC(C)([O-])C.[Na+].[F:41][C:42]1[CH:47]=[CH:46][CH:45]=[C:44](I)[CH:43]=1. Given the product [F:41][C:42]1[CH:43]=[C:44]([N:13]2[CH2:12][CH2:11][N:10]([C:15]3[C:24]4[C:19](=[CH:20][C:21]([S:25]([NH:28][C:29]5[CH:34]=[CH:33][N:32]=[CH:31][N:30]=5)(=[O:27])=[O:26])=[CH:22][CH:23]=4)[CH:18]=[CH:17][N:16]=3)[CH:9]([CH3:8])[CH2:14]2)[CH:45]=[CH:46][CH:47]=1, predict the reactants needed to synthesize it. (7) Given the product [F:17][C:18]1[C:26]2[N:25]=[C:24]([O:10][C@H:2]3[C@H:3]4[O:8][CH2:7][C@@H:6]([OH:9])[C@H:4]4[O:5][CH2:1]3)[NH:23][C:22]=2[CH:21]=[C:20]([F:39])[C:19]=1[I:40], predict the reactants needed to synthesize it. The reactants are: [CH2:1]1[O:5][C@@H:4]2[C@H:6]([OH:9])[CH2:7][O:8][C@@H:3]2[C@@H:2]1[OH:10].C([O-])([O-])=O.[Cs+].[Cs+].[F:17][C:18]1[C:26]2[N:25]=[C:24](S(C)(=O)=O)[N:23](COCC[Si](C)(C)C)[C:22]=2[CH:21]=[C:20]([F:39])[C:19]=1[I:40].C(O)=O. (8) Given the product [OH:18][CH:19]1[CH:26]2[CH2:27][C:22]3([C:29]([NH:31][C@H:32]4[CH2:37][CH2:36][CH2:35][N:34]([C:6]([N:3]5[CH:2]=[CH:1][N:5]=[CH:4]5)=[O:7])[CH2:33]4)=[O:30])[CH2:23][CH:24]([CH2:28][CH:20]1[CH2:21]3)[CH2:25]2, predict the reactants needed to synthesize it. The reactants are: [CH:1]1[N:5]=[CH:4][N:3]([C:6](N2C=NC=C2)=[O:7])[CH:2]=1.O1CCCC1.[OH:18][CH:19]1[CH:26]2[CH2:27][C:22]3([C:29]([NH:31][C@H:32]4[CH2:37][CH2:36][CH2:35][NH:34][CH2:33]4)=[O:30])[CH2:23][CH:24]([CH2:28][CH:20]1[CH2:21]3)[CH2:25]2. (9) Given the product [CH2:1]([N:8]1[CH2:9][CH2:10][N:11]([CH2:14][CH:15]2[O:20][CH2:19][CH2:18][NH:17][CH2:16]2)[CH2:12][CH2:13]1)[C:2]1[CH:3]=[CH:4][CH:5]=[CH:6][CH:7]=1, predict the reactants needed to synthesize it. The reactants are: [CH2:1]([N:8]1[CH2:13][CH2:12][N:11]([CH2:14][CH:15]2[O:20][CH2:19][CH2:18][N:17](C(OC(C)(C)C)=O)[CH2:16]2)[CH2:10][CH2:9]1)[C:2]1[CH:7]=[CH:6][CH:5]=[CH:4][CH:3]=1.FC(F)(F)C(O)=O.